From a dataset of Full USPTO retrosynthesis dataset with 1.9M reactions from patents (1976-2016). Predict the reactants needed to synthesize the given product. (1) Given the product [C:1]([C:5]1[CH:6]=[C:7]([C:15]2[S:16][CH:17]=[C:18]([CH:20]3[CH2:25][CH2:24][N:23]([C:34](=[O:35])[CH2:33][N:29]4[C:30]([CH3:32])=[CH:31][C:27]([CH3:26])=[N:28]4)[CH2:22][CH2:21]3)[N:19]=2)[CH:8]=[C:9]([C:11]([CH3:14])([CH3:13])[CH3:12])[CH:10]=1)([CH3:2])([CH3:3])[CH3:4], predict the reactants needed to synthesize it. The reactants are: [C:1]([C:5]1[CH:6]=[C:7]([C:15]2[S:16][CH:17]=[C:18]([CH:20]3[CH2:25][CH2:24][NH:23][CH2:22][CH2:21]3)[N:19]=2)[CH:8]=[C:9]([C:11]([CH3:14])([CH3:13])[CH3:12])[CH:10]=1)([CH3:4])([CH3:3])[CH3:2].[CH3:26][C:27]1[CH:31]=[C:30]([CH3:32])[N:29]([CH2:33][C:34](O)=[O:35])[N:28]=1. (2) The reactants are: [CH3:1][C@@H:2]1[CH2:8][N:7]([C:9](=[O:21])[C:10]2[CH:15]=[CH:14][C:13]([N:16]3[CH:20]=[CH:19][CH:18]=[N:17]3)=[CH:12][CH:11]=2)[C:6]2[CH:22]=[CH:23][CH:24]=[CH:25][C:5]=2[CH2:4][N:3]1[C:26]([NH:28][CH2:29][C:30]([OH:32])=O)=[O:27].[Cl-].[NH4+].O.OC1C2N=N[NH:42]C=2C=CC=1.C(N(CC)C(C)C)(C)C.Cl.C(N=C=NCCCN(C)C)C. Given the product [C:30]([CH2:29][NH:28][C:26]([N:3]1[CH2:4][C:5]2[CH:25]=[CH:24][CH:23]=[CH:22][C:6]=2[N:7]([C:9](=[O:21])[C:10]2[CH:11]=[CH:12][C:13]([N:16]3[CH:20]=[CH:19][CH:18]=[N:17]3)=[CH:14][CH:15]=2)[CH2:8][C@H:2]1[CH3:1])=[O:27])(=[O:32])[NH2:42], predict the reactants needed to synthesize it.